Dataset: Reaction yield outcomes from USPTO patents with 853,638 reactions. Task: Predict the reaction yield, written as a fraction of the theoretical maximum amount of product (1.0 means a 100% yield; for example, 0.34 means a 34% yield). (1) The yield is 0.400. No catalyst specified. The reactants are [CH3:1][O:2][C:3]1[CH:19]=[CH:18][C:6]2[N:7]3[CH:12]=[C:11]([C:13](OCC)=[O:14])[N:10]=[C:8]3[S:9][C:5]=2[CH:4]=1.[H-].[H-].[H-].[H-].[Li+].[Al+3]. The product is [CH3:1][O:2][C:3]1[CH:19]=[CH:18][C:6]2[N:7]3[CH:12]=[C:11]([CH2:13][OH:14])[N:10]=[C:8]3[S:9][C:5]=2[CH:4]=1. (2) The product is [CH:37]([C:33]1[CH:32]=[C:31]([N:30]2[C:18](=[O:19])[C:11]3[C@@H:12]4[C:15]([CH3:17])([CH3:16])[C@@:9]([CH3:8])([CH2:14][CH2:13]4)[C:10]=3[N:29]2[CH3:27])[CH:36]=[CH:35][CH:34]=1)([CH3:39])[CH3:38]. The catalyst is ClCCCl.ClCCl. The yield is 0.290. The reactants are C(N(CC)CC)C.[CH3:8][C@:9]12[C:15]([CH3:17])([CH3:16])[C@H:12]([CH2:13][CH2:14]1)[CH:11]([C:18](Cl)=[O:19])[C:10]2=O.C(O[C:27]([N:29](C)[NH:30][C:31]1[CH:36]=[CH:35][CH:34]=[C:33]([CH:37]([CH3:39])[CH3:38])[CH:32]=1)=O)(C)(C)C.Cl.O1CCOCC1. (3) The reactants are [Br:1][C:2]1[CH:7]=[CH:6][C:5]([OH:8])=[CH:4][CH:3]=1.C(=O)([O-])[O-].[K+].[K+].[CH2:15](Br)[C:16]1[CH:21]=[CH:20][CH:19]=[CH:18][CH:17]=1. The catalyst is CC(C)=O. The product is [CH2:15]([O:8][C:5]1[CH:6]=[CH:7][C:2]([Br:1])=[CH:3][CH:4]=1)[C:16]1[CH:21]=[CH:20][CH:19]=[CH:18][CH:17]=1. The yield is 0.790. (4) The reactants are Br[C:2]1[CH:3]=[CH:4][C:5]2[O:14][CH2:13][CH2:12][C:11]3[N:7]([N:8]=[C:9]([C:15]4[N:16]([CH2:20][C:21]([F:24])([F:23])[F:22])[N:17]=[CH:18][N:19]=4)[CH:10]=3)[C:6]=2[CH:25]=1.[C:26]([O:30][C:31]([N:33]1[CH2:38][CH:37]=[C:36](B2OC(C)(C)C(C)(C)O2)[CH2:35][CH2:34]1)=[O:32])([CH3:29])([CH3:28])[CH3:27].C(=O)([O-])[O-].[K+].[K+]. The catalyst is C(OCC)(=O)C.C1C=CC(P(C2C=CC=CC=2)[C-]2C=CC=C2)=CC=1.C1C=CC(P(C2C=CC=CC=2)[C-]2C=CC=C2)=CC=1.Cl[Pd]Cl.[Fe+2].ClCCl. The product is [C:26]([O:30][C:31]([N:33]1[CH2:34][CH:35]=[C:36]([C:2]2[CH:3]=[CH:4][C:5]3[O:14][CH2:13][CH2:12][C:11]4[N:7]([N:8]=[C:9]([C:15]5[N:16]([CH2:20][C:21]([F:24])([F:22])[F:23])[N:17]=[CH:18][N:19]=5)[CH:10]=4)[C:6]=3[CH:25]=2)[CH2:37][CH2:38]1)=[O:32])([CH3:29])([CH3:27])[CH3:28]. The yield is 0.900. (5) The reactants are [Cl:1][C:2]1[CH:40]=[CH:39][C:5]([CH2:6][N:7]([CH2:35][CH:36]([CH3:38])[CH3:37])[S:8]([C:11]2[CH:16]=[CH:15][C:14]([O:17][C@@H:18]3[CH2:23][CH2:22][NH:21][CH2:20][C@H:19]3[O:24][Si:25]([CH:32]([CH3:34])[CH3:33])([CH:29]([CH3:31])[CH3:30])[CH:26]([CH3:28])[CH3:27])=[CH:13][CH:12]=2)(=[O:10])=[O:9])=[CH:4][CH:3]=1.CCN(C(C)C)C(C)C.[CH3:50][S:51](Cl)(=[O:53])=[O:52].C([O-])(O)=O.[Na+]. The catalyst is C(Cl)Cl. The product is [Cl:1][C:2]1[CH:3]=[CH:4][C:5]([CH2:6][N:7]([CH2:35][CH:36]([CH3:38])[CH3:37])[S:8]([C:11]2[CH:12]=[CH:13][C:14]([O:17][C@@H:18]3[CH2:23][CH2:22][N:21]([S:51]([CH3:50])(=[O:53])=[O:52])[CH2:20][C@H:19]3[O:24][Si:25]([CH:32]([CH3:34])[CH3:33])([CH:29]([CH3:30])[CH3:31])[CH:26]([CH3:28])[CH3:27])=[CH:15][CH:16]=2)(=[O:9])=[O:10])=[CH:39][CH:40]=1. The yield is 1.00. (6) The reactants are [CH3:1][O:2][CH:3]([O:16][C:17]([C:32]1[CH:37]=[CH:36][CH:35]=[CH:34][CH:33]=1)([C:24]1[CH:29]=[CH:28][C:27]([O:30][CH3:31])=[CH:26][CH:25]=1)[C:18]1[CH:23]=[CH:22][CH:21]=[CH:20][CH:19]=1)[CH2:4][CH2:5][CH2:6][NH:7][C:8](=[O:15])[CH2:9][NH:10][C:11](=[O:14])[CH2:12][NH2:13].[OH:38][CH2:39][CH2:40][CH2:41][CH2:42][CH2:43][C:44]([OH:46])=O.Cl.C([N:50]=C=NCCCN(C)C)C.O.ON1C2C=CC=CC=2N=N1.C(N(CC)CC)C. The catalyst is ClCCl.C(#N)C. The product is [CH3:1][O:2][CH:3]([O:16][C:17]([C:32]1[CH:37]=[CH:36][CH:35]=[CH:34][CH:33]=1)([C:24]1[CH:29]=[CH:28][C:27]([O:30][CH3:31])=[CH:26][CH:25]=1)[C:18]1[CH:23]=[CH:22][CH:21]=[CH:20][CH:19]=1)[CH2:4][CH2:5][CH2:6][NH:7][C:8](=[O:15])[CH2:9][NH:10][C:11](=[O:14])[CH2:12][NH:13][NH:50][C:44](=[O:46])[CH2:43][CH2:42][CH2:41][CH2:40][CH2:39][OH:38]. The yield is 0.680. (7) The reactants are [Cl:1][C:2]1[CH:19]=[C:18]([Cl:20])[CH:17]=[CH:16][C:3]=1[CH2:4][NH:5][C:6]([C:8]1[C:9]([O:13][CH2:14][CH3:15])=[N:10][NH:11][CH:12]=1)=[O:7].C(=O)([O-])[O-].[K+].[K+].Br[CH2:28][C:29]([O:31][CH2:32][CH3:33])=[O:30].O. The catalyst is CN(C)C=O. The product is [Cl:1][C:2]1[CH:19]=[C:18]([Cl:20])[CH:17]=[CH:16][C:3]=1[CH2:4][NH:5][C:6]([C:8]1[C:9]([O:13][CH2:14][CH3:15])=[N:10][N:11]([CH2:28][C:29]([O:31][CH2:32][CH3:33])=[O:30])[CH:12]=1)=[O:7]. The yield is 0.840.